Dataset: Full USPTO retrosynthesis dataset with 1.9M reactions from patents (1976-2016). Task: Predict the reactants needed to synthesize the given product. Given the product [Br:1][C:2]1[CH:3]=[CH:4][C:5]([NH:8][NH:9][C:25](=[O:26])[C:24]2[CH:28]=[CH:29][CH:30]=[CH:31][C:23]=2[Cl:22])=[N:6][CH:7]=1, predict the reactants needed to synthesize it. The reactants are: [Br:1][C:2]1[CH:3]=[CH:4][C:5]([NH:8][NH2:9])=[N:6][CH:7]=1.C(N(CC)CC)C.C1COCC1.[Cl:22][C:23]1[CH:31]=[CH:30][CH:29]=[CH:28][C:24]=1[C:25](Cl)=[O:26].